From a dataset of Forward reaction prediction with 1.9M reactions from USPTO patents (1976-2016). Predict the product of the given reaction. (1) The product is: [O:7]=[C:4]1[CH:5]=[CH:6][C:2](=[O:1])[N:3]1[CH2:8][CH2:9][C:10]([NH:11][CH2:12][CH2:13][O:14][CH2:15][CH2:16][O:17][CH2:18][CH2:19][O:20][CH2:21][CH2:22][O:23][CH2:24][CH2:25][C:26]([NH:50][CH2:49][CH2:48][C:42]1[C:41]2[C:45](=[CH:46][CH:47]=[C:39]([O:38][CH3:37])[CH:40]=2)[NH:44][CH:43]=1)=[O:28])=[O:36]. Given the reactants [O:1]=[C:2]1[CH:6]=[CH:5][C:4](=[O:7])[N:3]1[CH2:8][CH2:9][C:10](=[O:36])[NH:11][CH2:12][CH2:13][O:14][CH2:15][CH2:16][O:17][CH2:18][CH2:19][O:20][CH2:21][CH2:22][O:23][CH2:24][CH2:25][C:26]([O:28]N1C(=O)CCC1=O)=O.[CH3:37][O:38][C:39]1[CH:40]=[C:41]2[C:45](=[CH:46][CH:47]=1)[NH:44][CH:43]=[C:42]2[CH2:48][CH2:49][NH2:50], predict the reaction product. (2) Given the reactants [CH2:1]([O:4][C:5]1[CH:10]=[CH:9][C:8]([CH2:11][C@H:12]([NH:16][C:17]([O:19][C:20]([CH3:23])([CH3:22])[CH3:21])=[O:18])[C:13]([OH:15])=O)=[CH:7][CH:6]=1)[CH:2]=[CH2:3].CN(C(ON1N=[N:39][C:34]2[CH:35]=[CH:36]C=[N:38][C:33]1=2)=[N+](C)C)C.F[P-](F)(F)(F)(F)F.CCN(C(C)C)C(C)C.Cl.NC1(C#N)CC1.Cl.C(OC(C)(C)C)=O, predict the reaction product. The product is: [C:20]([O:19][C:17](=[O:18])[NH:16][C@H:12]([C:13](=[O:15])[NH:39][C:34]1([C:33]#[N:38])[CH2:36][CH2:35]1)[CH2:11][C:8]1[CH:7]=[CH:6][C:5]([O:4][CH2:1][CH:2]=[CH2:3])=[CH:10][CH:9]=1)([CH3:23])([CH3:22])[CH3:21]. (3) Given the reactants C([O:8][C:9]1[CH:10]=[CH:11][C:12]([S:19]([CH2:22][CH:23]([CH3:25])[CH3:24])(=[O:21])=[O:20])=[C:13]2[C:18]=1[N:17]=[CH:16][CH:15]=[CH:14]2)C1C=CC=CC=1.[BrH:26], predict the reaction product. The product is: [CH2:22]([S:19]([C:12]1[CH:11]=[CH:10][C:9]([OH:8])=[C:18]2[C:13]=1[CH:14]=[CH:15][CH:16]=[N:17]2)(=[O:21])=[O:20])[CH:23]([CH3:25])[CH3:24].[BrH:26]. (4) The product is: [F:1][C:2]1[CH:7]=[C:6]([F:8])[CH:5]=[C:4]([N+:10]([O-:12])=[O:11])[C:3]=1[CH3:9]. Given the reactants [F:1][C:2]1[CH:7]=[C:6]([F:8])[CH:5]=[CH:4][C:3]=1[CH3:9].[N+:10]([O-])([OH:12])=[O:11], predict the reaction product.